This data is from Catalyst prediction with 721,799 reactions and 888 catalyst types from USPTO. The task is: Predict which catalyst facilitates the given reaction. (1) Reactant: [OH:1][C:2]1[CH:23]=[CH:22][C:5]2[C:6]([CH3:21])([CH3:20])[C:7]3[NH:8][C:9]4[C:14]([C:15]=3[C:16](=[O:17])[C:4]=2[CH:3]=1)=[CH:13][CH:12]=[C:11]([C:18]#[N:19])[CH:10]=4.[CH3:24][O:25][C:26](=[O:31])[CH2:27][CH2:28][CH2:29]Br.C(=O)([O-])[O-].[Cs+].[Cs+].O. Product: [CH3:24][O:25][C:26](=[O:31])[CH2:27][CH2:28][CH2:29][O:1][C:2]1[CH:23]=[CH:22][C:5]2[C:6]([CH3:21])([CH3:20])[C:7]3[NH:8][C:9]4[C:14]([C:15]=3[C:16](=[O:17])[C:4]=2[CH:3]=1)=[CH:13][CH:12]=[C:11]([C:18]#[N:19])[CH:10]=4. The catalyst class is: 44. (2) Reactant: [CH3:1][C:2]([C:4]1[CH:9]=[CH:8][CH:7]=[C:6]([NH2:10])[CH:5]=1)=[O:3].[C:11]1([C:20]2[CH:25]=[CH:24][CH:23]=[CH:22][CH:21]=2)[CH:16]=[CH:15][C:14]([C:17](O)=[O:18])=[CH:13][CH:12]=1.F[P-](F)(F)(F)(F)F.N1(O[P+](N(C)C)(N(C)C)N(C)C)C2C=CC=CC=2N=N1.C(N(CC)CC)C. Product: [C:2]([C:4]1[CH:5]=[C:6]([NH:10][C:17]([C:14]2[CH:15]=[CH:16][C:11]([C:20]3[CH:21]=[CH:22][CH:23]=[CH:24][CH:25]=3)=[CH:12][CH:13]=2)=[O:18])[CH:7]=[CH:8][CH:9]=1)(=[O:3])[CH3:1]. The catalyst class is: 3. (3) The catalyst class is: 2. Product: [C:51]([O:50][C:49]([NH:48][CH2:47][CH2:46][NH:1][C:2]1[CH:7]=[CH:6][CH:5]=[CH:4][C:3]=1[CH:8]1[CH2:13][CH2:12][N:11]([C:14](=[O:44])[C@H:15]([NH:24][C:25]([C@@H:27]2[CH2:36][C:35]3[C:30](=[CH:31][CH:32]=[CH:33][CH:34]=3)[CH2:29][N:28]2[C:37]([O:39][C:40]([CH3:41])([CH3:43])[CH3:42])=[O:38])=[O:26])[CH2:16][C:17]2[CH:18]=[CH:19][C:20]([Cl:23])=[CH:21][CH:22]=2)[CH2:10][CH2:9]1)=[O:55])([CH3:54])([CH3:53])[CH3:52]. Reactant: [NH2:1][C:2]1[CH:7]=[CH:6][CH:5]=[CH:4][C:3]=1[CH:8]1[CH2:13][CH2:12][N:11]([C:14](=[O:44])[C@H:15]([NH:24][C:25]([C@@H:27]2[CH2:36][C:35]3[C:30](=[CH:31][CH:32]=[CH:33][CH:34]=3)[CH2:29][N:28]2[C:37]([O:39][C:40]([CH3:43])([CH3:42])[CH3:41])=[O:38])=[O:26])[CH2:16][C:17]2[CH:22]=[CH:21][C:20]([Cl:23])=[CH:19][CH:18]=2)[CH2:10][CH2:9]1.O=[CH:46][CH2:47][NH:48][C:49](=[O:55])[O:50][C:51]([CH3:54])([CH3:53])[CH3:52].[BH-](OC(C)=O)(OC(C)=O)OC(C)=O.[Na+]. (4) Reactant: [CH2:1]([Mg]Br)[CH2:2][CH2:3][CH2:4][CH3:5].[C:8]1([CH2:14][CH2:15][CH2:16][CH:17]2[CH2:22][CH2:21][N:20]([CH2:23][CH2:24][C:25](=[O:31])[CH2:26][CH2:27][CH2:28][CH2:29][CH3:30])[CH2:19][CH2:18]2)[CH:13]=[CH:12][CH:11]=[CH:10][CH:9]=1. Product: [C:8]1([CH2:14][CH2:15][CH2:16][CH:17]2[CH2:18][CH2:19][N:20]([CH2:23][CH2:24][C:25]([OH:31])([CH2:1][CH2:2][CH2:3][CH2:4][CH3:5])[CH2:26][CH2:27][CH2:28][CH2:29][CH3:30])[CH2:21][CH2:22]2)[CH:9]=[CH:10][CH:11]=[CH:12][CH:13]=1. The catalyst class is: 1. (5) Reactant: [CH3:1][C:2]1[NH:6][C:5]2[C:7]([C:17]([O:19]C)=[O:18])=[CH:8][C:9]([N:11]3[CH2:16][CH2:15][O:14][CH2:13][CH2:12]3)=[CH:10][C:4]=2[N:3]=1.Br[CH2:22][C:23]1[CH:28]=[CH:27][CH:26]=[C:25]([F:29])[C:24]=1[CH3:30].C(=O)([O-])[O-].[K+].[K+].[OH-].[Li+]. Product: [F:29][C:25]1[C:24]([CH3:30])=[C:23]([CH2:22][N:3]2[C:4]3[CH:10]=[C:9]([N:11]4[CH2:12][CH2:13][O:14][CH2:15][CH2:16]4)[CH:8]=[C:7]([C:17]([OH:19])=[O:18])[C:5]=3[N:6]=[C:2]2[CH3:1])[CH:28]=[CH:27][CH:26]=1. The catalyst class is: 782.